Dataset: Full USPTO retrosynthesis dataset with 1.9M reactions from patents (1976-2016). Task: Predict the reactants needed to synthesize the given product. (1) Given the product [NH2:1][C:2]1[N:7]=[CH:6][N:5]=[C:4]2[N:8]([CH:12]([C:14]3[O:15][C:16]4[C:21]([C:22](=[O:31])[C:23]=3[C:24]3[CH:29]=[CH:28][CH:27]=[C:26]([F:30])[CH:25]=3)=[CH:20][CH:19]=[CH:18][CH:17]=4)[CH3:13])[N:9]=[C:10]([C:37]3[CH:36]=[C:35]([O:34][CH3:33])[CH:40]=[C:39]([O:41][CH3:42])[CH:38]=3)[C:3]=12, predict the reactants needed to synthesize it. The reactants are: [NH2:1][C:2]1[N:7]=[CH:6][N:5]=[C:4]2[N:8]([CH:12]([C:14]3[O:15][C:16]4[C:21]([C:22](=[O:31])[C:23]=3[C:24]3[CH:29]=[CH:28][CH:27]=[C:26]([F:30])[CH:25]=3)=[CH:20][CH:19]=[CH:18][CH:17]=4)[CH3:13])[N:9]=[C:10](I)[C:3]=12.O.[CH3:33][O:34][C:35]1[CH:36]=[C:37](B(O)O)[CH:38]=[C:39]([O:41][CH3:42])[CH:40]=1.C(=O)([O-])[O-].[Na+].[Na+]. (2) Given the product [NH2:9][C:3]1[N:4]=[CH:5][N:6]=[C:7]([NH:10][CH2:11][CH:12]2[CH2:13][CH2:14][N:15]([C:18](=[O:20])[CH:40]=[CH2:41])[CH2:16][CH2:17]2)[C:2]=1[C:29]1[CH:28]=[C:27]([O:26][CH3:25])[C:32]([O:33][CH3:34])=[C:31]([O:35][CH3:36])[CH:30]=1, predict the reactants needed to synthesize it. The reactants are: Cl[C:2]1[C:3]([NH2:9])=[N:4][CH:5]=[N:6][C:7]=1Cl.[NH2:10][CH2:11][CH:12]1[CH2:17][CH2:16][N:15]([C:18]([O:20]C(C)(C)C)=O)[CH2:14][CH2:13]1.[CH3:25][O:26][C:27]1[CH:28]=[C:29](B(O)O)[CH:30]=[C:31]([O:35][CH3:36])[C:32]=1[O:33][CH3:34].[C:40](Cl)(=O)[CH:41]=C. (3) Given the product [I:42][C:43]1[CH:44]=[C:45]2[C:49](=[CH:50][CH:51]=1)[NH:48][C:47]([C:61]([NH2:7])=[O:62])=[C:46]2[S:66]([N:69]1[CH2:74][CH2:73][O:72][C@@H:71]([CH2:75][O:76][C:77]2[CH:78]=[CH:79][CH:80]=[CH:81][CH:82]=2)[CH2:70]1)(=[O:68])=[O:67], predict the reactants needed to synthesize it. The reactants are: ClC1C=C2C(=CC=1)[N:7](S(C1C=CC=CC=1)(=O)=O)C(C(OCC)=O)=C2S(N1CCOC(COC2C=CC=CC=2)C1)(=O)=O.[I:42][C:43]1[CH:44]=[C:45]2[C:49](=[CH:50][CH:51]=1)[N:48](S(C1C=CC=CC=1)(=O)=O)[C:47]([C:61](OCC)=[O:62])=[C:46]2[S:66]([N:69]1[CH2:74][CH2:73][O:72][CH:71]([CH2:75][O:76][C:77]2[CH:82]=[CH:81][CH:80]=[CH:79][CH:78]=2)[CH2:70]1)(=[O:68])=[O:67]. (4) Given the product [F:1][C:2]1[CH:11]=[C:10]2[C:5]([CH:6]=[CH:7][CH:8]=[N:9]2)=[CH:4][C:3]=1[CH2:12][C:13]1[N:17]2[N:18]=[C:19]([C:22]3[CH:23]=[N:24][N:25]([CH2:27][CH2:28][N:29]4[CH2:33][CH2:32][O:41][CH2:31][CH2:30]4)[CH:26]=3)[CH:20]=[CH:21][C:16]2=[N:15][CH:14]=1, predict the reactants needed to synthesize it. The reactants are: [F:1][C:2]1[CH:11]=[C:10]2[C:5]([CH:6]=[CH:7][CH:8]=[N:9]2)=[CH:4][C:3]=1[CH2:12][C:13]1[N:17]2[N:18]=[C:19]([C:22]3[CH:23]=[N:24][N:25]([CH2:27][CH2:28][N:29]4[CH2:33][CH2:32][CH2:31][CH2:30]4)[CH:26]=3)[CH:20]=[CH:21][C:16]2=[N:15][CH:14]=1.Cl.ClCCN1CC[O:41]CC1. (5) Given the product [Br:1][C:2]1[C:10]2[O:9][C:8]([S:41]([Cl:40])(=[O:43])=[O:42])=[C:7]([CH2:11][C:12]3[CH:17]=[CH:16][CH:15]=[C:14]([F:18])[CH:13]=3)[C:6]=2[CH:5]=[C:4]([F:19])[CH:3]=1, predict the reactants needed to synthesize it. The reactants are: [Br:1][C:2]1[C:10]2[O:9][CH:8]=[C:7]([CH2:11][C:12]3[CH:17]=[CH:16][CH:15]=[C:14]([F:18])[CH:13]=3)[C:6]=2[CH:5]=[C:4]([F:19])[CH:3]=1.BrC1C=C(F)C=CC=1O.FC1C=C(C=CC=1)C=CC=O.[Cl:40][S:41](O)(=[O:43])=[O:42].N1C=CC=CC=1.P(Cl)(Cl)(Cl)(Cl)Cl.